From a dataset of Forward reaction prediction with 1.9M reactions from USPTO patents (1976-2016). Predict the product of the given reaction. (1) Given the reactants [H-].[H-].[H-].[H-].[Li+].[Al+3].[NH2:7][C:8]1[CH:24]=[CH:23][C:11]2[N:12]([CH2:18][CH2:19][N:20]([CH3:22])[CH3:21])[C:13](=O)[CH2:14][CH2:15][CH2:16][C:10]=2[CH:9]=1.[OH-].[Na+].[O-]S([O-])(=O)=O.[Na+].[Na+], predict the reaction product. The product is: [CH3:21][N:20]([CH3:22])[CH2:19][CH2:18][N:12]1[CH2:13][CH2:14][CH2:15][CH2:16][C:10]2[CH:9]=[C:8]([NH2:7])[CH:24]=[CH:23][C:11]1=2. (2) Given the reactants [CH2:1]([C:5]1[N:6]=[C:7]([CH3:27])[NH:8][C:9](=[O:26])[C:10]=1[CH2:11][C:12]1[CH:17]=[CH:16][C:15]([C:18]2[C:19]([C:24]#[N:25])=[CH:20][CH:21]=[CH:22][CH:23]=2)=[CH:14][CH:13]=1)[CH2:2][CH2:3][CH3:4].[Br:28][C:29]1[CH:30]=[C:31](B(O)O)[CH:32]=[CH:33][CH:34]=1.C(N(CC)CC)C.N1C=CC=CC=1, predict the reaction product. The product is: [Br:28][C:29]1[CH:34]=[C:33]([N:8]2[C:9](=[O:26])[C:10]([CH2:11][C:12]3[CH:17]=[CH:16][C:15]([C:18]4[C:19]([C:24]#[N:25])=[CH:20][CH:21]=[CH:22][CH:23]=4)=[CH:14][CH:13]=3)=[C:5]([CH2:1][CH2:2][CH2:3][CH3:4])[N:6]=[C:7]2[CH3:27])[CH:32]=[CH:31][CH:30]=1.